From a dataset of Reaction yield outcomes from USPTO patents with 853,638 reactions. Predict the reaction yield, written as a fraction of the theoretical maximum amount of product (1.0 means a 100% yield; for example, 0.34 means a 34% yield). (1) The reactants are [F:1][CH2:2][CH2:3][NH:4][C:5]1[CH:10]=[CH:9][N:8]=[C:7]([NH2:11])[CH:6]=1.Br[CH2:13][C:14]([C:16]1[CH:25]=[CH:24][C:19]2[O:20][CH2:21][CH2:22][O:23][C:18]=2[CH:17]=1)=O. No catalyst specified. The product is [O:20]1[CH2:21][CH2:22][O:23][C:18]2[CH:17]=[C:16]([C:14]3[N:11]=[C:7]4[CH:6]=[C:5]([NH:4][CH2:3][CH2:2][F:1])[CH:10]=[CH:9][N:8]4[CH:13]=3)[CH:25]=[CH:24][C:19]1=2. The yield is 0.280. (2) The product is [ClH:22].[NH:12]1[CH2:13][CH2:14][CH:9]([O:8][C:6]2[CH:5]=[CH:4][NH:3][C:2](=[O:1])[CH:7]=2)[CH2:10][CH2:11]1. The reactants are [O:1]=[C:2]1[CH:7]=[C:6]([O:8][CH:9]2[CH2:14][CH2:13][N:12](C(OC(C)(C)C)=O)[CH2:11][CH2:10]2)[CH:5]=[CH:4][NH:3]1.[ClH:22]. The yield is 1.00. No catalyst specified. (3) The reactants are [CH:1]([C:3]1[S:7][C:6]([NH:8][C:9]([C:11]2[CH:16]=[CH:15][N:14]=[CH:13][CH:12]=2)=[O:10])=[N:5][C:4]=1[C:17]1[O:18][CH:19]=[CH:20][CH:21]=1)=O.[NH:22]1[CH2:27][CH2:26][O:25][CH2:24][CH2:23]1.C(O[BH-](OC(=O)C)OC(=O)C)(=O)C.[Na+].O. The catalyst is ClCCCl. The product is [O:18]1[CH:19]=[CH:20][CH:21]=[C:17]1[C:4]1[N:5]=[C:6]([NH:8][C:9]([C:11]2[CH:16]=[CH:15][N:14]=[CH:13][CH:12]=2)=[O:10])[S:7][C:3]=1[CH2:1][N:22]1[CH2:27][CH2:26][O:25][CH2:24][CH2:23]1. The yield is 0.980. (4) The reactants are [NH2:1][C:2]1[C:3]([C:24]([O:26]C)=[O:25])=[N:4][C:5]([C:8]2[CH:13]=[CH:12][C:11]([S:14]([N:17]3[CH2:22][CH2:21][N:20]([CH3:23])[CH2:19][CH2:18]3)(=[O:16])=[O:15])=[CH:10][CH:9]=2)=[CH:6][N:7]=1.[OH-].[Li+]. The catalyst is O1CCCC1.O. The product is [NH2:1][C:2]1[C:3]([C:24]([OH:26])=[O:25])=[N:4][C:5]([C:8]2[CH:9]=[CH:10][C:11]([S:14]([N:17]3[CH2:18][CH2:19][N:20]([CH3:23])[CH2:21][CH2:22]3)(=[O:16])=[O:15])=[CH:12][CH:13]=2)=[CH:6][N:7]=1. The yield is 0.860. (5) The reactants are [CH3:1][S:2]([C:30]1[CH:35]=[CH:34][C:33]([CH2:36][CH2:37][C:38]([OH:40])=O)=[CH:32][CH:31]=1)(=[N:4][C:5]([C:7]1[CH:8]=[N:9][CH:10]=[C:11]([C:13]#[C:14][C:15]2[CH:20]=[CH:19][CH:18]=[C:17]([NH:21][C:22]([C:24]3[O:25][CH:26]=[CH:27][C:28]=3[CH3:29])=[O:23])[CH:16]=2)[CH:12]=1)=[O:6])=[O:3].[N:41]1([CH2:47][CH2:48][O:49][CH2:50][CH2:51][OH:52])[CH2:46][CH2:45][NH:44][CH2:43][CH2:42]1. No catalyst specified. The product is [OH:52][CH2:51][CH2:50][O:49][CH2:48][CH2:47][N:41]1[CH2:46][CH2:45][N:44]([C:38](=[O:40])[CH2:37][CH2:36][C:33]2[CH:34]=[CH:35][C:30]([S:2]([CH3:1])(=[O:3])=[N:4][C:5](=[O:6])[C:7]3[CH:12]=[C:11]([C:13]#[C:14][C:15]4[CH:20]=[CH:19][CH:18]=[C:17]([NH:21][C:22]([C:24]5[O:25][CH:26]=[CH:27][C:28]=5[CH3:29])=[O:23])[CH:16]=4)[CH:10]=[N:9][CH:8]=3)=[CH:31][CH:32]=2)[CH2:43][CH2:42]1. The yield is 0.470. (6) The reactants are [CH3:1][O:2][CH:3]([C:8]1[CH:16]=[CH:15][CH:14]=[C:13]2[C:9]=1[CH2:10][CH2:11][C@@H:12]2[OH:17])[C:4]([CH3:7])([CH3:6])[CH3:5].[CH3:18][O:19][C:20](=[O:32])[CH2:21][C@H:22]1[C:26]2[CH:27]=[CH:28][C:29](O)=[CH:30][C:25]=2[O:24][CH2:23]1. No catalyst specified. The product is [CH3:18][O:19][C:20](=[O:32])[CH2:21][C@H:22]1[C:26]2[CH:27]=[CH:28][C:29]([O:17][C@H:12]3[C:13]4[C:9](=[C:8]([CH:3]([O:2][CH3:1])[C:4]([CH3:7])([CH3:6])[CH3:5])[CH:16]=[CH:15][CH:14]=4)[CH2:10][CH2:11]3)=[CH:30][C:25]=2[O:24][CH2:23]1. The yield is 0.390. (7) The reactants are [Br:1][C:2]1[CH:7]=[CH:6][C:5]([NH:8][C:9]2[C:10]([C:17]([OH:19])=O)=[CH:11][N:12]([CH3:16])[C:13](=[O:15])[CH:14]=2)=[C:4]([F:20])[CH:3]=1.CCN=C=NCCCN(C)C.C1C=CC2N(O)N=NC=2C=1.[CH:42]1([CH2:45][O:46][NH2:47])[CH2:44][CH2:43]1.CCN(CC)CC. The catalyst is CN(C=O)C.CCOC(C)=O. The yield is 0.890. The product is [CH:42]1([CH2:45][O:46][NH:47][C:17]([C:10]2[C:9]([NH:8][C:5]3[CH:6]=[CH:7][C:2]([Br:1])=[CH:3][C:4]=3[F:20])=[CH:14][C:13](=[O:15])[N:12]([CH3:16])[CH:11]=2)=[O:19])[CH2:44][CH2:43]1. (8) The reactants are C(OC(=O)[NH:7][CH2:8][C:9]1[CH:14]=[CH:13][C:12]([F:15])=[C:11]([C:16]2[CH:17]=[N:18][C:19]([C:22]([F:25])([F:24])[F:23])=[N:20][CH:21]=2)[CH:10]=1)(C)(C)C.FC(F)(F)C(O)=O. The catalyst is C(Cl)Cl. The product is [F:15][C:12]1[CH:13]=[CH:14][C:9]([CH2:8][NH2:7])=[CH:10][C:11]=1[C:16]1[CH:21]=[N:20][C:19]([C:22]([F:25])([F:23])[F:24])=[N:18][CH:17]=1. The yield is 0.960.